Dataset: Catalyst prediction with 721,799 reactions and 888 catalyst types from USPTO. Task: Predict which catalyst facilitates the given reaction. (1) Reactant: [Cl:1][C:2]1[CH:7]=[CH:6][C:5]([C:8]([F:11])([F:10])[F:9])=[CH:4][C:3]=1[N:12]1[CH:16]=[C:15](B2OC(C)(C)C(C)(C)O2)[CH:14]=[C:13]1[C:26]#[N:27].Cl[C:29]1[N:37]=[CH:36][N:35]=[C:34]2[C:30]=1[N:31]=[CH:32][N:33]2[CH2:38][C:39]1[CH:44]=[CH:43][C:42]([O:45][CH3:46])=[CH:41][CH:40]=1.C([O-])([O-])=O.[Na+].[Na+]. Product: [Cl:1][C:2]1[CH:7]=[CH:6][C:5]([C:8]([F:11])([F:10])[F:9])=[CH:4][C:3]=1[N:12]1[CH:16]=[C:15]([C:29]2[N:37]=[CH:36][N:35]=[C:34]3[C:30]=2[N:31]=[CH:32][N:33]3[CH2:38][C:39]2[CH:44]=[CH:43][C:42]([O:45][CH3:46])=[CH:41][CH:40]=2)[CH:14]=[C:13]1[C:26]#[N:27]. The catalyst class is: 294. (2) Reactant: [F:1][C:2]([F:14])([F:13])[C:3]([C:5]1[CH:10]=[CH:9][C:8]([O:11]C)=[CH:7][CH:6]=1)=[O:4].BrB(Br)Br. Product: [F:1][C:2]([F:13])([F:14])[C:3]([C:5]1[CH:10]=[CH:9][C:8]([OH:11])=[CH:7][CH:6]=1)=[O:4]. The catalyst class is: 2. (3) Product: [Cl:1][C:2]1[CH:3]=[N:4][CH:5]=[C:6]([Cl:31])[C:7]=1[NH:8][C:9](=[O:30])[CH:10]([C:12]1[C:20]2[C:15](=[CH:16][CH:17]=[C:18]([OH:21])[CH:19]=2)[N:14]([CH2:22][C:23]2[CH:28]=[CH:27][C:26]([F:29])=[CH:25][CH:24]=2)[CH:13]=1)[OH:11]. The catalyst class is: 273. Reactant: [Cl:1][C:2]1[CH:3]=[N:4][CH:5]=[C:6]([Cl:31])[C:7]=1[NH:8][C:9](=[O:30])[C:10]([C:12]1[C:20]2[C:15](=[CH:16][CH:17]=[C:18]([OH:21])[CH:19]=2)[N:14]([CH2:22][C:23]2[CH:28]=[CH:27][C:26]([F:29])=[CH:25][CH:24]=2)[CH:13]=1)=[O:11].[BH4-].[Na+]. (4) Reactant: [C:1]1([C:7]2[CH:8]=[CH:9][C:10]3[N:11]([C:13]([CH2:16][C:17]4[CH:18]=[C:19]5[C:24](=[CH:25][CH:26]=4)[N:23]=[CH:22][C:21]([OH:27])=[CH:20]5)=[N:14][N:15]=3)[N:12]=2)[CH:6]=[CH:5][CH:4]=[CH:3][CH:2]=1.[H-].[Na+].Cl.Cl[CH2:32][CH2:33][N:34]([CH3:36])[CH3:35].[OH-].[Na+]. Product: [CH3:35][N:34]([CH3:36])[CH2:33][CH2:32][O:27][C:21]1[CH:22]=[N:23][C:24]2[C:19]([CH:20]=1)=[CH:18][C:17]([CH2:16][C:13]1[N:11]3[N:12]=[C:7]([C:1]4[CH:2]=[CH:3][CH:4]=[CH:5][CH:6]=4)[CH:8]=[CH:9][C:10]3=[N:15][N:14]=1)=[CH:26][CH:25]=2. The catalyst class is: 3. (5) Product: [CH3:25][C:20]1[N:19]([C:6]2[CH:5]=[C:4]3[C:1]([CH3:2])=[N:11][CH2:10][CH2:9][N:8]3[N:7]=2)[C:23]([CH3:24])=[CH:22][CH:21]=1. Reactant: [C:1]([C:4]1[N:8]([CH2:9][CH2:10][NH:11]C(=O)OC(C)(C)C)[N:7]=[C:6]([N:19]2[C:23]([CH3:24])=[CH:22][CH:21]=[C:20]2[CH3:25])[CH:5]=1)(=O)[CH3:2].C(O)(C(F)(F)F)=O. The catalyst class is: 4.